This data is from Forward reaction prediction with 1.9M reactions from USPTO patents (1976-2016). The task is: Predict the product of the given reaction. (1) Given the reactants C12(CS(O)(=O)=O)C(C)(C)C(CC1)CC2=O.[CH3:16][O:17][CH2:18][CH2:19][N:20]1[CH2:26][CH2:25][C:24]2[CH:27]=[C:28]([NH2:31])[CH:29]=[CH:30][C:23]=2[CH2:22][CH2:21]1.Cl[C:33]1[N:38]=[C:37]([NH:39][C:40]2[CH:45]=[CH:44][CH:43]=[CH:42][C:41]=2[S:46]([N:49]([CH3:51])[CH3:50])(=[O:48])=[O:47])[C:36]([Cl:52])=[CH:35][N:34]=1.C(=O)([O-])[O-], predict the reaction product. The product is: [Cl:52][C:36]1[C:37]([NH:39][C:40]2[CH:45]=[CH:44][CH:43]=[CH:42][C:41]=2[S:46]([N:49]([CH3:51])[CH3:50])(=[O:48])=[O:47])=[N:38][C:33]([NH:31][C:28]2[CH:29]=[CH:30][C:23]3[CH2:22][CH2:21][N:20]([CH2:19][CH2:18][O:17][CH3:16])[CH2:26][CH2:25][C:24]=3[CH:27]=2)=[N:34][CH:35]=1. (2) Given the reactants NCCCCCCCCCCCC(O)=O.S(Cl)([Cl:18])=O.Cl[C:21]1[C:30]2[C:25](=[CH:26][CH:27]=[CH:28][CH:29]=2)[N:24]=[CH:23][C:22]=1[N+:31]([O-:33])=[O:32].Cl.[NH2:35][CH2:36][CH2:37][CH2:38][CH2:39][CH2:40][CH2:41][CH2:42][CH2:43][CH2:44][CH2:45][CH2:46][C:47]([O:49][CH2:50][CH3:51])=[O:48].C(N(CC)CC)C, predict the reaction product. The product is: [ClH:18].[NH2:35][CH2:36][CH2:37][CH2:38][CH2:39][CH2:40][CH2:41][CH2:42][CH2:43][CH2:44][CH2:45][CH2:46][C:47]([O:49][CH2:50][CH3:51])=[O:48].[N+:31]([C:22]1[CH:23]=[N:24][C:25]2[C:30]([C:21]=1[NH:35][CH2:36][CH2:37][CH2:38][CH2:39][CH2:40][CH2:41][CH2:42][CH2:43][CH2:44][CH2:45][CH2:46][C:47]([O:49][CH2:50][CH3:51])=[O:48])=[CH:29][CH:28]=[CH:27][CH:26]=2)([O-:33])=[O:32]. (3) The product is: [Br:1][C:2]1[C:3]([NH:17][NH2:18])=[N:4][C:5]([CH3:15])=[CH:6][C:7]=1[C:8]1[CH:13]=[CH:12][C:11]([Cl:14])=[CH:10][CH:9]=1. Given the reactants [Br:1][C:2]1[C:3](Cl)=[N:4][C:5]([CH3:15])=[CH:6][C:7]=1[C:8]1[CH:13]=[CH:12][C:11]([Cl:14])=[CH:10][CH:9]=1.[NH2:17][NH2:18], predict the reaction product.